Dataset: Reaction yield outcomes from USPTO patents with 853,638 reactions. Task: Predict the reaction yield, written as a fraction of the theoretical maximum amount of product (1.0 means a 100% yield; for example, 0.34 means a 34% yield). (1) The product is [Cl:1][C:2]1[CH:3]=[C:4]([C:17]([OH:19])=[O:18])[C:5]2[O:9][C:8]([C:10]3[CH:15]=[CH:14][CH:13]=[CH:12][CH:11]=3)=[N:7][C:6]=2[CH:16]=1. The yield is 0.820. No catalyst specified. The reactants are [Cl:1][C:2]1[CH:3]=[C:4]([C:17]([O:19]C)=[O:18])[C:5]2[O:9][C:8]([C:10]3[CH:15]=[CH:14][CH:13]=[CH:12][CH:11]=3)=[N:7][C:6]=2[CH:16]=1.[OH-].[Li+]. (2) The reactants are C(O[C:6](=O)[N:7]([CH2:9][CH2:10][N:11]1[CH2:16][C:15]([CH3:18])([CH3:17])[N:14]([CH2:19][C:20]2[CH:25]=[C:24]([C:26]3[CH:31]=[CH:30][C:29]([O:32]COC)=[CH:28][CH:27]=3)[N:23]=[C:22]3[N:36](C4CCCCO4)[N:37]=[C:38]([CH3:39])[C:21]=23)[CH2:13][C:12]1([CH3:47])[CH3:46])C)(C)(C)C.Cl. The catalyst is O1CCOCC1. The product is [CH3:39][C:38]1[C:21]2[C:22](=[N:23][C:24]([C:26]3[CH:31]=[CH:30][C:29]([OH:32])=[CH:28][CH:27]=3)=[CH:25][C:20]=2[CH2:19][N:14]2[CH2:13][C:12]([CH3:46])([CH3:47])[N:11]([CH2:10][CH2:9][NH:7][CH3:6])[CH2:16][C:15]2([CH3:18])[CH3:17])[NH:36][N:37]=1. The yield is 0.0500.